From a dataset of Forward reaction prediction with 1.9M reactions from USPTO patents (1976-2016). Predict the product of the given reaction. (1) Given the reactants COC(=O)[C:4]([C:6]1[S:10][C:9]2[CH:11]=[CH:12][C:13]([CH2:15][NH:16][C:17]([O:19][C:20]([CH3:23])([CH3:22])[CH3:21])=[O:18])=[CH:14][C:8]=2[CH:7]=1)=[CH2:5].CC(OI1(OC(C)=O)(OC(C)=O)O[C:36](=O)[C:35]2[CH:34]=CC=CC1=2)=O.O, predict the reaction product. The product is: [C:20]([O:19][C:17](=[O:18])[NH:16][CH2:15][C:13]1[CH:12]=[CH:11][C:9]2[S:10][C:6]([CH2:4][CH2:5][CH2:17][N:16]([CH2:34][CH2:35][CH3:36])[CH2:15][CH2:13][CH3:12])=[CH:7][C:8]=2[CH:14]=1)([CH3:21])([CH3:22])[CH3:23]. (2) Given the reactants [O:1]=[S:2]1(=[O:28])[C:7]2[CH:8]=[CH:9][CH:10]=[CH:11][C:6]=2[NH:5][C:4]([C:12]2[C:17](=[O:18])[N:16]([N:19]=[CH:20][CH:21]([CH3:23])C)[C:15]3[CH:24]=[CH:25][S:26][C:14]=3[C:13]=2[OH:27])=[N:3]1.[CH3:29]O.[BH4-].[Li+].Cl, predict the reaction product. The product is: [CH2:20]([NH:19][N:16]1[C:17](=[O:18])[C:12]([C:4]2[NH:5][C:6]3[CH:11]=[CH:10][CH:9]=[CH:8][C:7]=3[S:2](=[O:1])(=[O:28])[N:3]=2)=[C:13]([OH:27])[C:14]2[S:26][CH:25]=[CH:24][C:15]1=2)[CH2:21][CH2:23][CH3:29].